Dataset: Forward reaction prediction with 1.9M reactions from USPTO patents (1976-2016). Task: Predict the product of the given reaction. Given the reactants Br[CH2:2][C:3]1[S:18][C:6]2[N:7]([CH2:14][CH:15]([CH3:17])[CH3:16])[C:8](=[O:13])[N:9]([CH3:12])[C:10](=[O:11])[C:5]=2[C:4]=1[C:19]([O:21][CH3:22])=[O:20].C[S:24][C:25]1[S:26][C:27]2[CH:33]=[CH:32][CH:31]=[CH:30][C:28]=2[N:29]=1, predict the reaction product. The product is: [CH3:12][N:9]1[C:10](=[O:11])[C:5]2[C:4]([C:19]([O:21][CH3:22])=[O:20])=[C:3]([CH2:2][N:29]3[C:28]4[CH:30]=[CH:31][CH:32]=[CH:33][C:27]=4[S:26][C:25]3=[S:24])[S:18][C:6]=2[N:7]([CH2:14][CH:15]([CH3:17])[CH3:16])[C:8]1=[O:13].